From a dataset of Reaction yield outcomes from USPTO patents with 853,638 reactions. Predict the reaction yield, written as a fraction of the theoretical maximum amount of product (1.0 means a 100% yield; for example, 0.34 means a 34% yield). (1) The reactants are COC1C=CC(C[N:10]2[CH:14]=[C:13]([C:15]3[CH:20]=[CH:19][N:18]=[C:17]4[NH:21][CH:22]=[CH:23][C:16]=34)[C:12]([C:24]3[CH:29]=[CH:28][C:27]([N+:30]([O-:32])=[O:31])=[CH:26][CH:25]=3)=[N:11]2)=CC=1. The catalyst is FC(F)(F)C(O)=O.O. The product is [N+:30]([C:27]1[CH:26]=[CH:25][C:24]([C:12]2[C:13]([C:15]3[CH:20]=[CH:19][N:18]=[C:17]4[NH:21][CH:22]=[CH:23][C:16]=34)=[CH:14][NH:10][N:11]=2)=[CH:29][CH:28]=1)([O-:32])=[O:31]. The yield is 0.640. (2) The reactants are [F:1][C:2]([F:27])([F:26])[O:3][C:4]1[CH:9]=[CH:8][C:7]([S:10]([N:13]2[CH2:18][CH2:17][CH:16](/[CH:19]=[CH:20]/[C:21]([O:23]CC)=[O:22])[CH2:15][CH2:14]2)(=[O:12])=[O:11])=[CH:6][CH:5]=1.[OH-].[Na+]. The catalyst is C(O)C. The product is [F:27][C:2]([F:1])([F:26])[O:3][C:4]1[CH:5]=[CH:6][C:7]([S:10]([N:13]2[CH2:14][CH2:15][CH:16](/[CH:19]=[CH:20]/[C:21]([OH:23])=[O:22])[CH2:17][CH2:18]2)(=[O:11])=[O:12])=[CH:8][CH:9]=1. The yield is 0.950. (3) The reactants are [O:1]1[CH2:6][CH2:5][N:4]([CH2:7][CH2:8][O:9][C:10]2[CH:15]=[CH:14][CH:13]=[CH:12][C:11]=2[NH:16][C:17]2[O:18][CH2:19][C:20](=[O:27])[C:21]=2[C:22]([O:24][CH2:25][CH3:26])=[O:23])[CH2:3][CH2:2]1.[NH:28]1[C:36]2[C:31](=[CH:32][CH:33]=[CH:34][N:35]=2)[C:30]([CH:37]=O)=[CH:29]1.[OH-].[Na+]. The catalyst is C(O)C.Cl. The product is [NH:28]1[C:36]2=[N:35][CH:34]=[CH:33][CH:32]=[C:31]2[C:30]([CH:37]=[C:19]2[O:18][C:17]([NH:16][C:11]3[CH:12]=[CH:13][CH:14]=[CH:15][C:10]=3[O:9][CH2:8][CH2:7][N:4]3[CH2:5][CH2:6][O:1][CH2:2][CH2:3]3)=[C:21]([C:22]([O:24][CH2:25][CH3:26])=[O:23])[C:20]2=[O:27])=[CH:29]1. The yield is 0.210. (4) The reactants are [CH3:1][NH:2][NH2:3].C(N(CC)CC)C.Br[CH2:12][C:13]([O:15][CH2:16][CH3:17])=[O:14]. The catalyst is ClCCl.C(OCC)(=O)C. The product is [CH3:1][N:2]([CH2:12][C:13]([O:15][CH2:16][CH3:17])=[O:14])[NH2:3]. The yield is 0.770. (5) The reactants are [C:1]([C:5]1[N:10]=[C:9]2[NH:11][N:12]=[CH:13][C:8]2=[C:7]([N:14]2[CH2:18][CH2:17][C@H:16]([OH:19])[CH2:15]2)[N:6]=1)([CH3:4])([CH3:3])[CH3:2].N1C=CN=C1.[C:25]([Si:29]([CH3:32])([CH3:31])Cl)([CH3:28])([CH3:27])[CH3:26]. The catalyst is CN(C=O)C. The product is [C:1]([C:5]1[N:10]=[C:9]2[NH:11][N:12]=[CH:13][C:8]2=[C:7]([N:14]2[CH2:18][CH2:17][C@H:16]([O:19][Si:29]([C:25]([CH3:28])([CH3:27])[CH3:26])([CH3:32])[CH3:31])[CH2:15]2)[N:6]=1)([CH3:4])([CH3:2])[CH3:3]. The yield is 0.540. (6) The reactants are [F:1][C:2]([F:36])([F:35])[C:3]1[CH:4]=[C:5]([CH:28]=[C:29]([C:31]([F:34])([F:33])[F:32])[CH:30]=1)[CH2:6][N:7]1[CH2:14][CH2:13][CH2:12][O:11][C:10]2[N:15]=[C:16](Cl)[CH:17]=[C:18]([C:19]3[CH:24]=[CH:23][CH:22]=[CH:21][C:20]=3[CH3:25])[C:9]=2[C:8]1=[O:27].[CH3:37][N:38]([CH3:45])[CH:39]1[CH2:44][CH2:43][NH:42][CH2:41][CH2:40]1. No catalyst specified. The product is [F:1][C:2]([F:36])([F:35])[C:3]1[CH:4]=[C:5]([CH:28]=[C:29]([C:31]([F:34])([F:33])[F:32])[CH:30]=1)[CH2:6][N:7]1[CH2:14][CH2:13][CH2:12][O:11][C:10]2[N:15]=[C:16]([N:42]3[CH2:43][CH2:44][CH:39]([N:38]([CH3:45])[CH3:37])[CH2:40][CH2:41]3)[CH:17]=[C:18]([C:19]3[CH:24]=[CH:23][CH:22]=[CH:21][C:20]=3[CH3:25])[C:9]=2[C:8]1=[O:27]. The yield is 0.410.